This data is from Peptide-MHC class II binding affinity with 134,281 pairs from IEDB. The task is: Regression. Given a peptide amino acid sequence and an MHC pseudo amino acid sequence, predict their binding affinity value. This is MHC class II binding data. (1) The peptide sequence is ILLNNSLGSVTKQDELQA. The MHC is DRB1_0101 with pseudo-sequence DRB1_0101. The binding affinity (normalized) is 0.111. (2) The peptide sequence is PSWASVKEDLVAYGG. The MHC is DRB4_0103 with pseudo-sequence DRB4_0103. The binding affinity (normalized) is 0. (3) The peptide sequence is GKIVGLYGNGVVTTS. The MHC is DRB1_1501 with pseudo-sequence DRB1_1501. The binding affinity (normalized) is 0.867. (4) The binding affinity (normalized) is 0.423. The MHC is DRB1_1001 with pseudo-sequence DRB1_1001. The peptide sequence is GAGAAPLSWSKEIYN. (5) The peptide sequence is YTKKEAFNVENGNAT. The MHC is DRB1_0901 with pseudo-sequence DRB1_0901. The binding affinity (normalized) is 0.168. (6) The peptide sequence is RQAGVQYSRA. The MHC is DRB1_1302 with pseudo-sequence DRB1_1302. The binding affinity (normalized) is 0. (7) The peptide sequence is GVLVATNFFGINTIP. The MHC is HLA-DPA10201-DPB11401 with pseudo-sequence HLA-DPA10201-DPB11401. The binding affinity (normalized) is 0.398.